Dataset: Full USPTO retrosynthesis dataset with 1.9M reactions from patents (1976-2016). Task: Predict the reactants needed to synthesize the given product. (1) Given the product [ClH:12].[NH2:9][C:7]1[NH:6][C:5]2[CH:10]=[CH:11][CH:2]=[CH:3][C:4]=2[N:8]=1, predict the reactants needed to synthesize it. The reactants are: C[C:2]1[CH:11]=[CH:10][C:5]2[N:6]=[C:7]([NH2:9])[NH:8][C:4]=2[CH:3]=1.[ClH:12]. (2) Given the product [C:3]([C:11]1[CH:39]=[CH:38][C:14]2[N:15]=[C:16]([C:18]3[C:19]([CH3:37])=[C:20]([C:24]([N:26]4[CH2:27][CH2:28][CH:29]([C:32]([OH:34])=[O:33])[CH2:30][CH2:31]4)=[O:25])[NH:21][C:22]=3[CH3:23])[NH:17][C:13]=2[CH:12]=1)(=[O:10])[C:4]1[CH:5]=[CH:6][CH:7]=[CH:8][CH:9]=1, predict the reactants needed to synthesize it. The reactants are: [OH-].[Na+].[C:3]([C:11]1[CH:39]=[CH:38][C:14]2[N:15]=[C:16]([C:18]3[C:19]([CH3:37])=[C:20]([C:24]([N:26]4[CH2:31][CH2:30][CH:29]([C:32]([O:34]CC)=[O:33])[CH2:28][CH2:27]4)=[O:25])[NH:21][C:22]=3[CH3:23])[NH:17][C:13]=2[CH:12]=1)(=[O:10])[C:4]1[CH:9]=[CH:8][CH:7]=[CH:6][CH:5]=1.Cl. (3) Given the product [Cl:17][CH2:18][C:19]([NH:1][C:2]1[CH:7]=[CH:6][C:5]([C:8]#[N:9])=[CH:4][N:3]=1)=[O:20], predict the reactants needed to synthesize it. The reactants are: [NH2:1][C:2]1[CH:7]=[CH:6][C:5]([C:8]#[N:9])=[CH:4][N:3]=1.C(N(CC)CC)C.[Cl:17][CH2:18][C:19](Cl)=[O:20]. (4) Given the product [ClH:44].[F:1][C:2]1[CH:3]=[C:4]([C:8]2[CH:17]=[CH:16][C:15]3[C:10](=[CH:11][CH:12]=[C:13]([O:18][CH3:19])[CH:14]=3)[C:9]=2[O:20][C:21]2[CH:22]=[CH:23][C:24]([O:25][CH2:26][CH2:27][N:28]3[CH2:29][CH2:30][CH2:38][CH2:31][CH2:32][CH2:33]3)=[CH:34][CH:35]=2)[CH:5]=[CH:6][CH:7]=1, predict the reactants needed to synthesize it. The reactants are: [F:1][C:2]1[CH:3]=[C:4]([C:8]2[CH:17]=[CH:16][C:15]3[C:10](=[CH:11][CH:12]=[C:13]([O:18][CH3:19])[CH:14]=3)[C:9]=2[O:20][C:21]2[CH:35]=[CH:34][C:24]([O:25][CH2:26][CH2:27][N:28]3[CH2:33][CH2:32][CH2:31][CH2:30][CH2:29]3)=[CH:23][CH:22]=2)[CH:5]=[CH:6][CH:7]=1.Cl.N(=CCCl)[CH2:38]CCCCC[Cl:44]. (5) Given the product [C:13]([OH:1])(=[O:20])[C:14]1[CH:19]=[CH:18][CH:17]=[N:16][CH:15]=1, predict the reactants needed to synthesize it. The reactants are: [OH:1]N1C(=O)C2=CC=CC=C2C1=O.[CH:13](=[O:20])[C:14]1[CH:19]=[CH:18][CH:17]=[N:16][CH:15]=1.